Dataset: Full USPTO retrosynthesis dataset with 1.9M reactions from patents (1976-2016). Task: Predict the reactants needed to synthesize the given product. (1) Given the product [OH:18][C:15]1[CH:14]=[CH:13][C:12]([CH:9]2[CH2:8][NH:7][C:6]3[CH:20]=[CH:21][C:3]([OH:2])=[CH:4][C:5]=3[O:11][CH2:10]2)=[CH:17][CH:16]=1, predict the reactants needed to synthesize it. The reactants are: C[O:2][C:3]1[CH:21]=[CH:20][C:6]2[NH:7][CH2:8][CH:9]([C:12]3[CH:17]=[CH:16][C:15]([O:18]C)=[CH:14][CH:13]=3)[CH2:10][O:11][C:5]=2[CH:4]=1.Cl.N1C=CC=CC=1.C[O-].[Na+]. (2) Given the product [Br:15][C:12]1[CH:11]=[CH:10][C:9]([N:8]([C:16]2[CH:25]=[C:24]3[C:19]([C:20]([CH3:28])=[CH:21][C:22](=[O:26])[O:23]3)=[CH:18][CH:17]=2)[C:5]2[CH:6]=[CH:7][C:2]([Br:1])=[CH:3][CH:4]=2)=[CH:14][CH:13]=1, predict the reactants needed to synthesize it. The reactants are: [Br:1][C:2]1[CH:7]=[CH:6][C:5]([N:8]([C:16]2[CH:25]=[C:24]3[C:19]([C:20]([CH3:28])=[C:21](Br)[C:22](=[O:26])[O:23]3)=[CH:18][CH:17]=2)[C:9]2[CH:14]=[CH:13][C:12]([Br:15])=[CH:11][CH:10]=2)=[CH:4][CH:3]=1. (3) Given the product [CH2:1]([N:15]1[CH:18]=[CH:17][C:16](=[O:20])[O:19][CH2:21]1)[CH2:2][CH2:3][CH2:4][CH2:5][CH2:6][CH2:7][CH2:8][CH2:9][CH2:10][CH2:11][CH2:12][CH2:13][CH3:14], predict the reactants needed to synthesize it. The reactants are: [CH2:1]([NH2:15])[CH2:2][CH2:3][CH2:4][CH2:5][CH2:6][CH2:7][CH2:8][CH2:9][CH2:10][CH2:11][CH2:12][CH2:13][CH3:14].[C:16]([OH:20])(=[O:19])[CH:17]=[CH2:18].[CH2:21]=O. (4) Given the product [N:1]1([C:2]2[N:7]=[C:6]3[CH2:8][CH2:9][CH:10]([C:11]([O:13][CH3:14])=[O:12])[C:5]3=[CH:4][CH:3]=2)[CH:19]=[N:17][N:16]=[N:15]1, predict the reactants needed to synthesize it. The reactants are: [NH2:1][C:2]1[N:7]=[C:6]2[CH2:8][CH2:9][CH:10]([C:11]([O:13][CH3:14])=[O:12])[C:5]2=[CH:4][CH:3]=1.[N-:15]=[N+:16]=[N-:17].[Na+].[CH:19](OCC)(OCC)OCC. (5) Given the product [CH3:1][S:2]([O:5][C:6]1[CH:7]=[CH:8][C:9]([C:12]2[CH:13]=[CH:14][C:15]([CH2:18][C@H:19]([NH:23][C:24]([C:26]3([NH:32][C:33]([O:35][C:36]([CH3:39])([CH3:38])[CH3:37])=[O:34])[CH2:31][CH2:30][O:29][CH2:28][CH2:27]3)=[O:25])[C:20]#[N:22])=[CH:16][CH:17]=2)=[CH:10][CH:11]=1)(=[O:3])=[O:4], predict the reactants needed to synthesize it. The reactants are: [CH3:1][S:2]([O:5][C:6]1[CH:11]=[CH:10][C:9]([C:12]2[CH:17]=[CH:16][C:15]([CH2:18][C@H:19]([NH:23][C:24]([C:26]3([NH:32][C:33]([O:35][C:36]([CH3:39])([CH3:38])[CH3:37])=[O:34])[CH2:31][CH2:30][O:29][CH2:28][CH2:27]3)=[O:25])[C:20]([NH2:22])=O)=[CH:14][CH:13]=2)=[CH:8][CH:7]=1)(=[O:4])=[O:3].CC[N+](S(N=C(OC)[O-])(=O)=O)(CC)CC. (6) Given the product [CH2:26]([N:23]1[CH2:24][CH2:25][CH:20]([NH:19][C:2]2[C:11]3[C:6](=[CH:7][CH:8]=[C:9]([O:12][CH3:13])[CH:10]=3)[C:5]([C:14]3[S:15][CH:16]=[CH:17][CH:18]=3)=[N:4][N:3]=2)[CH2:21][CH2:22]1)[C:27]1[CH:28]=[CH:29][CH:30]=[CH:31][CH:32]=1, predict the reactants needed to synthesize it. The reactants are: Cl[C:2]1[C:11]2[C:6](=[CH:7][CH:8]=[C:9]([O:12][CH3:13])[CH:10]=2)[C:5]([C:14]2[S:15][CH:16]=[CH:17][CH:18]=2)=[N:4][N:3]=1.[NH2:19][CH:20]1[CH2:25][CH2:24][N:23]([CH2:26][C:27]2[CH:32]=[CH:31][CH:30]=[CH:29][CH:28]=2)[CH2:22][CH2:21]1.